Predict which catalyst facilitates the given reaction. From a dataset of Catalyst prediction with 721,799 reactions and 888 catalyst types from USPTO. (1) Reactant: C([O:3][C:4]([C:6]1[N:7]([CH2:41][C:42]2[CH:47]=[CH:46][CH:45]=[C:44]([Cl:48])[CH:43]=2)[C:8]2[C:13]([C:14]=1[NH:15][C:16](=[O:30])[C:17]1[CH:22]=[CH:21][CH:20]=[C:19]([N:23]3[C:27]([CH3:28])=[CH:26][CH:25]=[C:24]3[CH3:29])[CH:18]=1)=[CH:12][CH:11]=[C:10]([C:31]1[CH:36]=[CH:35][C:34]([CH2:37][CH2:38][CH2:39][CH3:40])=[CH:33][CH:32]=1)[CH:9]=2)=[O:5])C.[OH-].[K+]. Product: [CH2:37]([C:34]1[CH:33]=[CH:32][C:31]([C:10]2[CH:9]=[C:8]3[C:13]([C:14]([NH:15][C:16](=[O:30])[C:17]4[CH:22]=[CH:21][CH:20]=[C:19]([N:23]5[C:27]([CH3:28])=[CH:26][CH:25]=[C:24]5[CH3:29])[CH:18]=4)=[C:6]([C:4]([OH:5])=[O:3])[N:7]3[CH2:41][C:42]3[CH:47]=[CH:46][CH:45]=[C:44]([Cl:48])[CH:43]=3)=[CH:12][CH:11]=2)=[CH:36][CH:35]=1)[CH2:38][CH2:39][CH3:40]. The catalyst class is: 12. (2) Product: [Cl:20][C:21]1[CH:22]=[C:23]([CH:26]=[CH:27][C:28]=1[O:29][CH:1]([CH3:6])[CH3:2])[C:24]#[N:25]. The catalyst class is: 7. Reactant: [C:1]1(P(C2C=CC=CC=2)C2C=CC=CC=2)[CH:6]=CC=C[CH:2]=1.[Cl:20][C:21]1[CH:22]=[C:23]([CH:26]=[CH:27][C:28]=1[OH:29])[C:24]#[N:25].N(C(OC(C)(C)C)=O)=NC(OC(C)(C)C)=O.C(O)(C)C. (3) Reactant: [C:1]([Cl:4])(=[O:3])C.CO.[OH:7][C:8]1[CH:15]=[CH:14][CH:13]=[CH:12][C:9]=1[C:10]#[N:11]. Product: [ClH:4].[CH3:1][O:3][C:10](=[NH:11])[C:9]1[CH:12]=[CH:13][CH:14]=[CH:15][C:8]=1[OH:7]. The catalyst class is: 11. (4) Reactant: [O:1]1[C:5]2[CH:6]=[CH:7][CH:8]=[CH:9][C:4]=2[CH:3]=[C:2]1[C:10]1[CH:11]=[C:12]2[C:17](=[CH:18][CH:19]=1)[N:16]=[C:15]([C:20]([F:23])([F:22])[F:21])[CH:14]=[C:13]2[O:24][CH2:25][C:26]#[N:27].[N-:28]=[N+:29]=[N-:30].[Na+].[NH4+].[Cl-]. Product: [NH:28]1[C:26]([CH2:25][O:24][C:13]2[C:12]3[C:17](=[CH:18][CH:19]=[C:10]([C:2]4[O:1][C:5]5[CH:6]=[CH:7][CH:8]=[CH:9][C:4]=5[CH:3]=4)[CH:11]=3)[N:16]=[C:15]([C:20]([F:22])([F:21])[F:23])[CH:14]=2)=[N:27][N:30]=[N:29]1. The catalyst class is: 3. (5) Reactant: [Cl:1][C:2]1[C:10]([F:11])=[C:9]2[C:5]([CH:6]=[C:7]([CH:12]3[CH2:14][CH2:13]3)[NH:8]2)=[CH:4][CH:3]=1.Br[C:16]1[CH:17]=[N:18][N:19]([CH2:21][CH3:22])[CH:20]=1.P([O-])([O-])([O-])=O.[K+].[K+].[K+].CNCCNC. Product: [Cl:1][C:2]1[C:10]([F:11])=[C:9]2[C:5]([CH:6]=[C:7]([CH:12]3[CH2:14][CH2:13]3)[N:8]2[C:16]2[CH:17]=[N:18][N:19]([CH2:21][CH3:22])[CH:20]=2)=[CH:4][CH:3]=1. The catalyst class is: 260. (6) Product: [CH2:18]([N:11]([C:12]1[CH:13]=[N:14][CH:15]=[CH:16][CH:17]=1)[S:8]([C:5]1[CH:6]=[N:7][C:2]([NH:21][NH2:22])=[CH:3][CH:4]=1)(=[O:10])=[O:9])[CH3:19]. The catalyst class is: 14. Reactant: Cl[C:2]1[N:7]=[CH:6][C:5]([S:8]([N:11]([CH2:18][CH3:19])[C:12]2[CH:13]=[N:14][CH:15]=[CH:16][CH:17]=2)(=[O:10])=[O:9])=[CH:4][CH:3]=1.O.[NH2:21][NH2:22]. (7) Reactant: [C:1]([CH2:3]P(=O)(OCC)OCC)#[N:2].CC(C)([O-])C.[K+].[F:18][C:19]1[CH:33]=[C:32]([N:34]2[CH2:37][C:36](=O)[CH2:35]2)[C:31]([F:39])=[CH:30][C:20]=1[C:21]([NH:23][C@@H:24]([CH3:29])[C:25]([F:28])([F:27])[F:26])=[O:22]. Product: [C:1]([CH:3]=[C:36]1[CH2:37][N:34]([C:32]2[C:31]([F:39])=[CH:30][C:20]([C:21]([NH:23][C@@H:24]([CH3:29])[C:25]([F:28])([F:27])[F:26])=[O:22])=[C:19]([F:18])[CH:33]=2)[CH2:35]1)#[N:2]. The catalyst class is: 7. (8) Product: [O:11]([C:2]1[S:3][CH:4]=[C:5]([C:7]([O:9][CH3:10])=[O:8])[N:6]=1)[C:12]1[CH:17]=[CH:16][CH:15]=[CH:14][CH:13]=1. Reactant: Br[C:2]1[S:3][CH:4]=[C:5]([C:7]([O:9][CH3:10])=[O:8])[N:6]=1.[O-:11][C:12]1[CH:17]=[CH:16][CH:15]=[CH:14][CH:13]=1.[Na+].O.C1(C)C=CC=CC=1. The catalyst class is: 550. (9) Reactant: [H-].[Na+].[SH:3][C:4]1[CH:13]=[CH:12][C:11]2[C:10]3[C:14]4[NH:21][CH2:20][C@@H:19]([CH3:22])[NH:18][C:17](=[O:23])[C:15]=4[S:16][C:9]=3[CH:8]=[CH:7][C:6]=2[N:5]=1.[F:24][C:25]1[CH:30]=[C:29](F)[N:28]=[CH:27][N:26]=1. Product: [F:24][C:25]1[N:26]=[CH:27][N:28]=[C:29]([S:3][C:4]2[CH:13]=[CH:12][C:11]3[C:10]4[C:14]5[NH:21][CH2:20][C@@H:19]([CH3:22])[NH:18][C:17](=[O:23])[C:15]=5[S:16][C:9]=4[CH:8]=[CH:7][C:6]=3[N:5]=2)[CH:30]=1. The catalyst class is: 9. (10) Reactant: [C:1]([C:3]1[CH:8]=[CH:7][C:6]([CH2:9][CH2:10][N:11]2[CH2:18][CH2:17][C:14]3([CH2:16][O:15]3)[CH2:13][CH2:12]2)=[CH:5][CH:4]=1)#[N:2].[OH:19][C:20]1[CH:27]=[CH:26][C:23]([CH:24]=[O:25])=[CH:22][CH:21]=1.C(=O)([O-])[O-].[K+].[K+].C1OCCOCCOCCOCCOCCOC1. Product: [C:1]([C:3]1[CH:4]=[CH:5][C:6]([CH2:9][CH2:10][N:11]2[CH2:18][CH2:17][C:14]([CH2:16][O:19][C:20]3[CH:27]=[CH:26][C:23]([CH:24]=[O:25])=[CH:22][CH:21]=3)([OH:15])[CH2:13][CH2:12]2)=[CH:7][CH:8]=1)#[N:2]. The catalyst class is: 9.